Dataset: Forward reaction prediction with 1.9M reactions from USPTO patents (1976-2016). Task: Predict the product of the given reaction. (1) Given the reactants [C:1]([NH:4][C:5]1[CH:10]=[C:9]([C:11]2[O:12][C:13]([C:17]([O:19]CC)=[O:18])=[C:14](I)[N:15]=2)[C:8]([CH3:22])=[CH:7][N:6]=1)(=[O:3])[CH3:2].[Cl:23][C:24]1[CH:29]=[CH:28][CH:27]=[CH:26][C:25]=1B(O)O.C(=O)([O-])[O-].[Cs+].[Cs+], predict the reaction product. The product is: [C:1]([NH:4][C:5]1[CH:10]=[C:9]([C:11]2[O:12][C:13]([C:17]([OH:19])=[O:18])=[C:14]([C:25]3[CH:26]=[CH:27][CH:28]=[CH:29][C:24]=3[Cl:23])[N:15]=2)[C:8]([CH3:22])=[CH:7][N:6]=1)(=[O:3])[CH3:2]. (2) Given the reactants [Cl:1][CH2:2][C:3]1[CH:11]=[CH:10][C:6]([C:7](O)=[O:8])=[CH:5][CH:4]=1.S(Cl)(Cl)=O.Cl.CN.[CH:19]([N:22](C(C)C)CC)(C)C, predict the reaction product. The product is: [Cl:1][CH2:2][C:3]1[CH:11]=[CH:10][C:6]([C:7]([NH:22][CH3:19])=[O:8])=[CH:5][CH:4]=1.